Dataset: Catalyst prediction with 721,799 reactions and 888 catalyst types from USPTO. Task: Predict which catalyst facilitates the given reaction. (1) Reactant: [Cl:1][C:2]1[N:3]=[CH:4][NH:5][C:6]=1[Cl:7].[OH-].[K+].[Br:10][CH2:11][CH2:12][CH2:13][CH2:14][CH2:15][CH3:16].Cl.ClC[C:20]1[CH:29]=[CH:28][C:27]2[C:22](=[CH:23][CH:24]=CC=2)N=1. Product: [CH2:11]([N:5]1[C:6]2[C:27](=[CH:22][CH:23]=[CH:24][CH:2]=2)[CH:28]=[C:29]([CH3:20])[CH2:4]1)[CH2:12][CH2:13][CH2:14][CH2:15][CH3:16].[Br-:10].[Cl:1][C:2]1[NH:3][CH:4]=[NH+:5][C:6]=1[Cl:7]. The catalyst class is: 10. (2) Reactant: [NH3:1].[CH2:2]([O:4][C:5]([C:7]1[C:8]2[S:16][CH:15]=[C:14]([CH2:17][O:18][C:19]3[CH:24]=[CH:23][CH:22]=[C:21]([O:25][CH2:26][C:27]4[CH:32]=[CH:31][CH:30]=[CH:29][CH:28]=4)[CH:20]=3)[C:9]=2[C:10](Cl)=[N:11][CH:12]=1)=[O:6])[CH3:3]. Product: [CH2:2]([O:4][C:5]([C:7]1[C:8]2[S:16][CH:15]=[C:14]([CH2:17][O:18][C:19]3[CH:24]=[CH:23][CH:22]=[C:21]([O:25][CH2:26][C:27]4[CH:32]=[CH:31][CH:30]=[CH:29][CH:28]=4)[CH:20]=3)[C:9]=2[C:10]([NH2:1])=[N:11][CH:12]=1)=[O:6])[CH3:3]. The catalyst class is: 12.